This data is from Peptide-MHC class II binding affinity with 134,281 pairs from IEDB. The task is: Regression. Given a peptide amino acid sequence and an MHC pseudo amino acid sequence, predict their binding affinity value. This is MHC class II binding data. (1) The peptide sequence is VMELYADVVPKTAEN. The MHC is DRB1_1201 with pseudo-sequence DRB1_1201. The binding affinity (normalized) is 0.0291. (2) The peptide sequence is CGSTDEYCSPDHNCQ. The MHC is DRB1_1101 with pseudo-sequence DRB1_1101. The binding affinity (normalized) is 0.0638. (3) The peptide sequence is GYTPATPAAPAGAEP. The MHC is HLA-DPA10103-DPB10201 with pseudo-sequence HLA-DPA10103-DPB10201. The binding affinity (normalized) is 0. (4) The peptide sequence is ACPGTSVIIDGNCDGKK. The MHC is DRB1_1101 with pseudo-sequence DRB1_1101. The binding affinity (normalized) is 0.156. (5) The peptide sequence is VSMMIAMEVVLRKRQ. The MHC is DRB1_1301 with pseudo-sequence DRB1_1301. The binding affinity (normalized) is 0.677. (6) The MHC is DRB1_0802 with pseudo-sequence DRB1_0802. The peptide sequence is DESIFINKLNGAMVE. The binding affinity (normalized) is 0.589. (7) The peptide sequence is GITDRDFIEGVHGGT. The MHC is DRB1_0901 with pseudo-sequence DRB1_0901. The binding affinity (normalized) is 0.